Dataset: Peptide-MHC class II binding affinity with 134,281 pairs from IEDB. Task: Regression. Given a peptide amino acid sequence and an MHC pseudo amino acid sequence, predict their binding affinity value. This is MHC class II binding data. (1) The peptide sequence is GELQDVDKIDAAFKI. The MHC is DRB1_0404 with pseudo-sequence DRB1_0404. The binding affinity (normalized) is 0.355. (2) The peptide sequence is SKLKAEATTDGLGWY. The MHC is HLA-DPA10103-DPB10401 with pseudo-sequence HLA-DPA10103-DPB10401. The binding affinity (normalized) is 0.144. (3) The peptide sequence is SLGEAWTGGGSDKAL. The MHC is HLA-DPA10201-DPB10501 with pseudo-sequence HLA-DPA10201-DPB10501. The binding affinity (normalized) is 0.148. (4) The peptide sequence is INELIASGSEKLASV. The MHC is HLA-DQA10102-DQB10602 with pseudo-sequence HLA-DQA10102-DQB10602. The binding affinity (normalized) is 0.472. (5) The peptide sequence is ATPPPPPPPQLGASP. The MHC is DRB1_1001 with pseudo-sequence DRB1_1001. The binding affinity (normalized) is 0.137. (6) The peptide sequence is LSRNSTHEMYYVSGA. The MHC is DRB4_0103 with pseudo-sequence DRB4_0103. The binding affinity (normalized) is 0.601. (7) The peptide sequence is EAAFTVSSKRNLADA. The MHC is HLA-DPA10201-DPB10501 with pseudo-sequence HLA-DPA10201-DPB10501. The binding affinity (normalized) is 0.364.